From a dataset of Catalyst prediction with 721,799 reactions and 888 catalyst types from USPTO. Predict which catalyst facilitates the given reaction. Reactant: [F:1][C:2]1[CH:11]=[C:10]2[C:5]([CH:6]=[CH:7][NH:8][C:9]2=[O:12])=[CH:4][C:3]=1[O:13][CH3:14].C1C(=O)N([Br:22])C(=O)C1. Product: [Br:22][C:6]1[C:5]2[C:10](=[CH:11][C:2]([F:1])=[C:3]([O:13][CH3:14])[CH:4]=2)[C:9](=[O:12])[NH:8][CH:7]=1. The catalyst class is: 10.